From a dataset of Catalyst prediction with 721,799 reactions and 888 catalyst types from USPTO. Predict which catalyst facilitates the given reaction. (1) Reactant: [F:1][C:2]1[C:7]([F:8])=[C:6]([CH:9]2[CH2:14][CH2:13][CH:12]([CH2:15][CH2:16][CH2:17][CH2:18][CH3:19])[CH2:11][CH2:10]2)[CH:5]=[CH:4][C:3]=1[C:20]1(O)[CH2:25][CH2:24][CH:23]([C:26]2[CH:31]=[CH:30][C:29]([O:32][CH2:33][CH3:34])=[C:28]([F:35])[C:27]=2[F:36])[CH2:22][CH2:21]1.C1(C)C=CC(S(O)(=O)=O)=CC=1.C1(C)C=CC=CC=1. Product: [F:1][C:2]1[C:7]([F:8])=[C:6]([CH:9]2[CH2:14][CH2:13][CH:12]([CH2:15][CH2:16][CH2:17][CH2:18][CH3:19])[CH2:11][CH2:10]2)[CH:5]=[CH:4][C:3]=1[C:20]1[CH2:25][CH2:24][CH:23]([C:26]2[CH:31]=[CH:30][C:29]([O:32][CH2:33][CH3:34])=[C:28]([F:35])[C:27]=2[F:36])[CH2:22][CH:21]=1. The catalyst class is: 6. (2) Reactant: [C:1]([C:5]1[N:6]=[C:7]([NH:10][C:11](=[O:25])[C:12]([S:15]([C:18]2[CH:19]=[N:20][C:21](Cl)=[CH:22][CH:23]=2)(=[O:17])=[O:16])([CH3:14])[CH3:13])[S:8][CH:9]=1)([CH3:4])([CH3:3])[CH3:2].C(=O)([O-])[O-].[K+].[K+].[NH:32]1[CH2:35][CH2:34][CH2:33]1. Product: [N:32]1([C:21]2[N:20]=[CH:19][C:18]([S:15]([C:12]([CH3:14])([CH3:13])[C:11]([NH:10][C:7]3[S:8][CH:9]=[C:5]([C:1]([CH3:4])([CH3:3])[CH3:2])[N:6]=3)=[O:25])(=[O:17])=[O:16])=[CH:23][CH:22]=2)[CH2:35][CH2:34][CH2:33]1. The catalyst class is: 12. (3) Reactant: [Br:1][C:2]1[CH:3]=[C:4]([C:7](=[O:12])C(Cl)(Cl)Cl)[NH:5][CH:6]=1.[NH3:13]. Product: [Br:1][C:2]1[CH:3]=[C:4]([C:7]([NH2:13])=[O:12])[NH:5][CH:6]=1. The catalyst class is: 23. (4) Reactant: C([O:3][C:4](=O)[CH2:5][CH:6]1[CH2:11][CH2:10][N:9]([O:12][CH3:13])[CH2:8][CH2:7]1)C.[H-].[Al+3].[Li+].[H-].[H-].[H-]. Product: [CH3:13][O:12][N:9]1[CH2:10][CH2:11][CH:6]([CH2:5][CH2:4][OH:3])[CH2:7][CH2:8]1. The catalyst class is: 1. (5) Reactant: [H-].[Al+3].[Li+].[H-].[H-].[H-].[CH3:7][C:8]1[CH:13]=[CH:12][C:11]([C:14]([CH3:16])=[O:15])=[CH:10][C:9]=1[Br:17].Cl. Product: [Br:17][C:9]1[CH:10]=[C:11]([CH:14]([OH:15])[CH3:16])[CH:12]=[CH:13][C:8]=1[CH3:7]. The catalyst class is: 28. (6) Reactant: [Cl:1][C:2]1[CH:18]=[CH:17][C:5]([CH2:6][C:7]2[O:11][CH:10]=[N:9][C:8]=2[C:12]([O:14][CH2:15][CH3:16])=[O:13])=[CH:4][CH:3]=1.C[Si]([N-][Si](C)(C)C)(C)C.[Li+].[I:29]I. Product: [Cl:1][C:2]1[CH:3]=[CH:4][C:5]([CH2:6][C:7]2[O:11][C:10]([I:29])=[N:9][C:8]=2[C:12]([O:14][CH2:15][CH3:16])=[O:13])=[CH:17][CH:18]=1. The catalyst class is: 7. (7) Reactant: [CH3:1][C:2]([NH:4][CH2:5][CH2:6][C:7]1[C:12]2[CH:13]=[C:14]([O:17][CH3:18])[CH:15]=[CH:16][C:11]=2[CH:10]=[CH:9][CH:8]=1)=[O:3].[C:19]1([S:25]([OH:28])(=[O:27])=[O:26])[CH:24]=[CH:23][CH:22]=[CH:21][CH:20]=1.C1(C)C=CC=CC=1. Product: [CH3:1][C:2]([NH:4][CH2:5][CH2:6][C:7]1[C:12]2[CH:13]=[C:14]([O:17][CH3:18])[CH:15]=[CH:16][C:11]=2[CH:10]=[CH:9][CH:8]=1)=[O:3].[C:19]1([S:25]([OH:28])(=[O:27])=[O:26])[CH:24]=[CH:23][CH:22]=[CH:21][CH:20]=1. The catalyst class is: 8. (8) Reactant: [Cl:1][C:2]1[CH:3]=[CH:4][C:5]([C:8](=O)[CH2:9][CH2:10][C:11]([O:13]CC)=O)=[N:6][CH:7]=1.C(O)C.O.[NH2:21][NH2:22]. Product: [Cl:1][C:2]1[CH:3]=[CH:4][C:5]([C:8]2[CH2:9][CH2:10][C:11](=[O:13])[NH:21][N:22]=2)=[N:6][CH:7]=1. The catalyst class is: 6.